This data is from Forward reaction prediction with 1.9M reactions from USPTO patents (1976-2016). The task is: Predict the product of the given reaction. (1) Given the reactants [N:1]#[C:2][NH2:3].[CH3:4][N:5]1[C:9]([C:10]#[N:11])=[CH:8][CH:7]=[C:6]1B(O)O.C(=O)([O-])[O-].[K+].[K+].C(P([C:30]([CH3:33])([CH3:32])C)C(C)(C)C)(C)(C)C.[Br-].[CH2:35]1[CH2:39][O:38][CH2:37][CH2:36]1, predict the reaction product. The product is: [C:10]([C:9]1[N:5]([CH3:4])[C:6]([C:32]2[CH:30]=[CH:33][C:35]([NH:1][C:2]#[N:3])=[CH:36][C:37]=2[O:38][CH3:39])=[CH:7][CH:8]=1)#[N:11]. (2) Given the reactants CS(C)=O.C(Cl)(=O)C(Cl)=O.[Si:11]([O:18][C@H:19]1[CH2:23][N:22]([C:24]([O:26][C:27]([CH3:30])([CH3:29])[CH3:28])=[O:25])[C@H:21]([CH2:31][OH:32])[CH2:20]1)([C:14]([CH3:17])([CH3:16])[CH3:15])([CH3:13])[CH3:12].C(N(CC)CC)C, predict the reaction product. The product is: [Si:11]([O:18][C@H:19]1[CH2:23][N:22]([C:24]([O:26][C:27]([CH3:30])([CH3:29])[CH3:28])=[O:25])[C@H:21]([CH:31]=[O:32])[CH2:20]1)([C:14]([CH3:17])([CH3:16])[CH3:15])([CH3:13])[CH3:12]. (3) Given the reactants [C:1]([C:4]1[C:13]([N:14]2[CH2:18][CH2:17][CH:16]([C:19]#[N:20])[CH2:15]2)=[C:12]2[C:7]([CH:8]=[CH:9][CH:10]=[N:11]2)=[C:6]([Cl:21])[CH:5]=1)(=O)[CH3:2].C([O-])(=O)C.[NH4+].C([BH3-])#[N:28].[Na+], predict the reaction product. The product is: [NH2:28][CH:1]([C:4]1[C:13]([N:14]2[CH2:18][CH2:17][CH:16]([C:19]#[N:20])[CH2:15]2)=[C:12]2[C:7]([CH:8]=[CH:9][CH:10]=[N:11]2)=[C:6]([Cl:21])[CH:5]=1)[CH3:2]. (4) Given the reactants BrC1C([C@H](NC(=O)CN2C3CCCCC=3C(C(F)(F)F)=N2)CC2C=C(F)C=C(F)C=2)=NC([NH:8][CH2:9][CH2:10][O:11][CH3:12])=NC=1.[Br:40][C:41]1[C:42]([C@@H:51]([NH:61][C:62](=[O:80])[CH2:63][N:64]2[C:72]3[C:71]([F:74])([F:73])[CH2:70][CH2:69][C:68]([F:76])([F:75])[C:67]=3[C:66]([CH:77]([F:79])[F:78])=[N:65]2)[CH2:52][C:53]2[CH:58]=[C:57]([F:59])[CH:56]=[C:55]([F:60])[CH:54]=2)=[N:43][C:44](S(C)(=O)=O)=[N:45][CH:46]=1, predict the reaction product. The product is: [Br:40][C:41]1[C:42]([C@@H:51]([NH:61][C:62](=[O:80])[CH2:63][N:64]2[C:72]3[C:71]([F:74])([F:73])[CH2:70][CH2:69][C:68]([F:76])([F:75])[C:67]=3[C:66]([CH:77]([F:79])[F:78])=[N:65]2)[CH2:52][C:53]2[CH:58]=[C:57]([F:59])[CH:56]=[C:55]([F:60])[CH:54]=2)=[N:43][C:44]([NH:8][CH2:9][CH2:10][O:11][CH3:12])=[N:45][CH:46]=1. (5) Given the reactants [CH:1]([N:4]1[C:8]([C:9]2[CH:14]=[CH:13][N:12]=[C:11]([NH:15][C:16]3[CH:26]=[CH:25][C:19]([C:20]([O:22]CC)=[O:21])=[CH:18][N:17]=3)[N:10]=2)=[CH:7][N:6]=[C:5]1[CH3:27])([CH3:3])[CH3:2].[OH-].[Na+], predict the reaction product. The product is: [CH:1]([N:4]1[C:8]([C:9]2[CH:14]=[CH:13][N:12]=[C:11]([NH:15][C:16]3[CH:26]=[CH:25][C:19]([C:20]([OH:22])=[O:21])=[CH:18][N:17]=3)[N:10]=2)=[CH:7][N:6]=[C:5]1[CH3:27])([CH3:3])[CH3:2]. (6) Given the reactants Br[C:2]1[CH:3]=[N:4][C:5]2[C:10]([C:11]=1O)=[CH:9][CH:8]=[CH:7][C:6]=2[C:13]([F:16])([F:15])[F:14].FC(F)(F)[C:19]1[CH:20]=[CH:21][CH:22]=[C:23]2[C:28]=1N=CC=C2O.BrBr.[OH-].[Na+], predict the reaction product. The product is: [C:5]1([C:2]2[CH:3]=[N:4][C:5]3[C:10]([C:11]=2[C:28]2[CH:19]=[CH:20][CH:21]=[CH:22][CH:23]=2)=[CH:9][CH:8]=[CH:7][C:6]=3[C:13]([F:16])([F:15])[F:14])[CH:10]=[CH:9][CH:8]=[CH:7][CH:6]=1.